Dataset: Rat liver microsome stability data. Task: Regression/Classification. Given a drug SMILES string, predict its absorption, distribution, metabolism, or excretion properties. Task type varies by dataset: regression for continuous measurements (e.g., permeability, clearance, half-life) or binary classification for categorical outcomes (e.g., BBB penetration, CYP inhibition). Dataset: rlm. (1) The molecule is O=C(Cc1ccccc1)Nc1ccc(S(=O)(=O)Nc2nccs2)cc1. The result is 0 (unstable in rat liver microsomes). (2) The compound is Cc1cc(N=Nc2ccc(S(=O)(=O)Nc3ccccn3)cc2)c(N)cc1O. The result is 0 (unstable in rat liver microsomes). (3) The result is 0 (unstable in rat liver microsomes). The drug is COc1ccc(-c2cc3nccn3c(Nc3ncccc3C(N)=O)n2)cc1OC. (4) The molecule is Nc1c(-c2ccncc2)ccnc1O. The result is 0 (unstable in rat liver microsomes). (5) The compound is C=C(C)[C@@H]1CC[C@]2(NC(=O)C(C)N3CCS(=O)(=O)CC3)CC[C@]3(C)[C@H](CC[C@@H]4[C@@]5(C)CC=C(c6ccc(C(=O)O)cc6)C(C)(C)[C@@H]5CC[C@]43C)[C@@H]12. The result is 0 (unstable in rat liver microsomes).